Dataset: Peptide-MHC class II binding affinity with 134,281 pairs from IEDB. Task: Regression. Given a peptide amino acid sequence and an MHC pseudo amino acid sequence, predict their binding affinity value. This is MHC class II binding data. (1) The peptide sequence is YDKFKANVSTVLTGK. The MHC is DRB1_1001 with pseudo-sequence DRB1_1001. The binding affinity (normalized) is 0.461. (2) The peptide sequence is GELQIVDWIDAAFKI. The MHC is DRB1_0401 with pseudo-sequence DRB1_0401. The binding affinity (normalized) is 0.525. (3) The peptide sequence is ASAAIFGHDGTVWAQ. The MHC is DRB4_0101 with pseudo-sequence DRB4_0103. The binding affinity (normalized) is 0.135. (4) The peptide sequence is HELIMKDGRKLVVPCR. The MHC is DRB1_0901 with pseudo-sequence DRB1_0901. The binding affinity (normalized) is 0.396. (5) The peptide sequence is FSNVYLFAKDKSGPL. The MHC is DRB1_0901 with pseudo-sequence DRB1_0901. The binding affinity (normalized) is 0.363. (6) The peptide sequence is MTETLLVQNANPDCKTIL. The MHC is DRB1_0301 with pseudo-sequence DRB1_0301. The binding affinity (normalized) is 0.0568. (7) The peptide sequence is EYGNLSLSGIAQSASD. The MHC is DRB1_0404 with pseudo-sequence DRB1_0404. The binding affinity (normalized) is 0.834.